From a dataset of Forward reaction prediction with 1.9M reactions from USPTO patents (1976-2016). Predict the product of the given reaction. (1) Given the reactants [F:1][C:2]1[CH:3]=[CH:4][CH:5]=[C:6]2[C:10]=1[N:9]([C:11]1[NH:12][C:13]([CH:16]3[CH2:21][CH2:20][N:19](C(OCC4C=CC=CC=4)=O)[CH2:18][CH2:17]3)=[CH:14][N:15]=1)[N:8]=[C:7]2[CH:32]([CH3:34])[CH3:33], predict the reaction product. The product is: [F:1][C:2]1[CH:3]=[CH:4][CH:5]=[C:6]2[C:10]=1[N:9]([C:11]1[NH:12][C:13]([CH:16]3[CH2:21][CH2:20][NH:19][CH2:18][CH2:17]3)=[CH:14][N:15]=1)[N:8]=[C:7]2[CH:32]([CH3:34])[CH3:33]. (2) Given the reactants [Cl:1][C:2]1[C:3]([CH2:19][NH:20][CH:21]=O)=[N:4][C:5]([C:12]2[CH:17]=[CH:16][CH:15]=[C:14]([F:18])[CH:13]=2)=[C:6]([CH:11]=1)[C:7]([O:9][CH3:10])=[O:8], predict the reaction product. The product is: [Cl:1][C:2]1[C:3]2[N:4]([CH:21]=[N:20][CH:19]=2)[C:5]([C:12]2[CH:17]=[CH:16][CH:15]=[C:14]([F:18])[CH:13]=2)=[C:6]([C:7]([O:9][CH3:10])=[O:8])[CH:11]=1. (3) Given the reactants [Br:1][C:2]1[CH:3]=[C:4]2[C:8](=[CH:9][CH:10]=1)[NH:7][N:6]=[C:5]2[CH3:11].F[B-](F)(F)F.[CH3:17][O+](C)C.[OH-].[Na+], predict the reaction product. The product is: [Br:1][C:2]1[CH:10]=[CH:9][C:8]2[C:4](=[C:5]([CH3:11])[N:6]([CH3:17])[N:7]=2)[CH:3]=1. (4) The product is: [NH2:19][C:16]1[CH:15]=[CH:14][C:13]([C:5]2[CH:6]=[CH:7][C:8]([C:9]([O:11][CH3:12])=[O:10])=[C:3]([O:2][CH3:1])[CH:4]=2)=[CH:18][CH:17]=1. Given the reactants [CH3:1][O:2][C:3]1[CH:4]=[C:5]([C:13]2[CH:18]=[CH:17][C:16]([N+:19]([O-])=O)=[CH:15][CH:14]=2)[CH:6]=[CH:7][C:8]=1[C:9]([O:11][CH3:12])=[O:10].Cl, predict the reaction product. (5) Given the reactants [CH2:1]([O:3][C:4]([C@H:6]1[C@H:10]([CH2:11][NH:12][CH:13]([CH3:15])[CH3:14])[CH2:9][N:8]([C:16]([O:18][C:19]([CH3:22])([CH3:21])[CH3:20])=[O:17])[CH2:7]1)=[O:5])[CH3:2].[CH3:23][O:24][CH2:25][CH2:26][CH2:27][O:28][C:29]1[CH:30]=[C:31]([CH:35]=[CH:36][C:37]=1[O:38][CH3:39])[C:32](O)=[O:33].O=C1N(P(Cl)(N2CCOC2=O)=O)CCO1.C(N(CC)CC)C, predict the reaction product. The product is: [CH2:1]([O:3][C:4]([C@H:6]1[C@H:10]([CH2:11][N:12]([CH:13]([CH3:14])[CH3:15])[C:32](=[O:33])[C:31]2[CH:35]=[CH:36][C:37]([O:38][CH3:39])=[C:29]([O:28][CH2:27][CH2:26][CH2:25][O:24][CH3:23])[CH:30]=2)[CH2:9][N:8]([C:16]([O:18][C:19]([CH3:22])([CH3:20])[CH3:21])=[O:17])[CH2:7]1)=[O:5])[CH3:2]. (6) Given the reactants [Cl:1][C:2]1[CH:3]=[C:4]([CH:6]=[CH:7][C:8]=1[O:9][C:10]1[C:19]2[C:14](=[CH:15][C:16]([O:22][CH3:23])=[C:17]([O:20][CH3:21])[CH:18]=2)[N:13]=[CH:12][CH:11]=1)[NH2:5].C(N(CC)CC)C.ClC(Cl)(O[C:35](=[O:41])OC(Cl)(Cl)Cl)Cl.[F:43][C:44]1[CH:49]=[CH:48][C:47]([C@@H:50]([NH2:52])[CH3:51])=[CH:46][CH:45]=1, predict the reaction product. The product is: [Cl:1][C:2]1[CH:3]=[C:4]([NH:5][C:35]([NH:52][C@H:50]([C:47]2[CH:48]=[CH:49][C:44]([F:43])=[CH:45][CH:46]=2)[CH3:51])=[O:41])[CH:6]=[CH:7][C:8]=1[O:9][C:10]1[C:19]2[C:14](=[CH:15][C:16]([O:22][CH3:23])=[C:17]([O:20][CH3:21])[CH:18]=2)[N:13]=[CH:12][CH:11]=1.